From a dataset of Human liver microsome stability data. Regression/Classification. Given a drug SMILES string, predict its absorption, distribution, metabolism, or excretion properties. Task type varies by dataset: regression for continuous measurements (e.g., permeability, clearance, half-life) or binary classification for categorical outcomes (e.g., BBB penetration, CYP inhibition). Dataset: hlm. (1) The molecule is Cc1cc(Cl)cc2cc(C(=O)N3CCNCC3)[nH]c12. The result is 0 (unstable in human liver microsomes). (2) The drug is CCCN(CCCNc1ccnc2cc(Cl)ccc12)Cc1cc(OC(F)(F)F)ccc1O. The result is 1 (stable in human liver microsomes). (3) The compound is CC(C)OC(=O)C1=CN(C(=O)c2ccc(OCCCN(C)C)cc2)CC(C)(C)c2c1[nH]c1ccccc21. The result is 1 (stable in human liver microsomes). (4) The molecule is O=C(O)c1ccc2c(C3CCCCC3)c(-c3cccs3)n(CC(=O)N3CCC(N4CCCC4)CC3)c2c1. The result is 0 (unstable in human liver microsomes).